Dataset: Reaction yield outcomes from USPTO patents with 853,638 reactions. Task: Predict the reaction yield, written as a fraction of the theoretical maximum amount of product (1.0 means a 100% yield; for example, 0.34 means a 34% yield). (1) The reactants are [F:1][CH:2]([F:20])[O:3][C:4]1[CH:9]=[CH:8][C:7]([CH:10]([NH2:16])[CH2:11][S:12]([CH3:15])(=[O:14])=[O:13])=[CH:6][C:5]=1[O:17][CH2:18][CH3:19].CCN(CC)CC.C[O:29][C:30](=O)[C:31]1[C:36]([NH:37][C:38]([CH:40]2[CH2:42][CH2:41]2)=[O:39])=[CH:35][CH:34]=[CH:33][C:32]=1[CH2:43]Br. The catalyst is CN(C=O)C. The product is [F:20][CH:2]([F:1])[O:3][C:4]1[CH:9]=[CH:8][C:7]([CH:10]([N:16]2[C:30](=[O:29])[C:31]3[C:32](=[CH:33][CH:34]=[CH:35][C:36]=3[NH:37][C:38]([CH:40]3[CH2:42][CH2:41]3)=[O:39])[CH2:43]2)[CH2:11][S:12]([CH3:15])(=[O:14])=[O:13])=[CH:6][C:5]=1[O:17][CH2:18][CH3:19]. The yield is 0.300. (2) The reactants are [C:1]([O:9][C:10]1[CH:15]=[CH:14][CH:13]=[CH:12][C:11]=1[CH2:16][CH2:17][C:18]([OH:20])=O)(=O)[C:2]1[CH:7]=[CH:6][CH:5]=[CH:4][CH:3]=1.[CH2:21]([C@H:28]1[NH:33][CH2:32][CH2:31][N:30]([C:34]([O:36][C:37]([CH3:40])([CH3:39])[CH3:38])=[O:35])[CH2:29]1)[C:22]1[CH:27]=[CH:26][CH:25]=[CH:24][CH:23]=1.CCN=C=NCCCN(C)C.C1C=CC2N([OH:61])N=NC=2C=1.C(=O)([O-])[O-].[Cs+].[Cs+].C(=O)([O-])[O-].[K+].[K+].FC1C=CC=CC=1C=O. The catalyst is ClCCl.O1CCCC1.CN(C)C=O.C(OCC)(=O)C. The product is [CH2:21]([C@H:28]1[N:33]([C:18](=[O:20])[CH2:17][CH2:16][C:11]2[CH:12]=[CH:13][CH:14]=[CH:15][C:10]=2[O:9][C:1]2[CH:2]=[CH:7][CH:6]=[CH:5][C:4]=2[CH:3]=[O:61])[CH2:32][CH2:31][N:30]([C:34]([O:36][C:37]([CH3:40])([CH3:39])[CH3:38])=[O:35])[CH2:29]1)[C:22]1[CH:23]=[CH:24][CH:25]=[CH:26][CH:27]=1. The yield is 0.360. (3) The reactants are [C:1]([C:3]1[C:4]([C:18]([F:21])([F:20])[F:19])=[C:5]2[C:9](=[CH:10][CH:11]=1)[N:8]([CH:12]([CH3:17])[C:13]([O:15]C)=[O:14])[CH:7]=[CH:6]2)#[N:2].[OH-].[Na+]. The catalyst is C1COCC1.CO. The product is [C:1]([C:3]1[C:4]([C:18]([F:21])([F:20])[F:19])=[C:5]2[C:9](=[CH:10][CH:11]=1)[N:8]([CH:12]([CH3:17])[C:13]([OH:15])=[O:14])[CH:7]=[CH:6]2)#[N:2]. The yield is 0.990. (4) The reactants are C[Si](C)(C)CCOC[N:7]1[C:11]2[N:12]=[CH:13][N:14]=[C:15]([C:16]3[CH:17]=[N:18][N:19]([CH:21]4[CH2:26][CH2:25][CH2:24][CH:23]([CH2:27][C:28]#[N:29])[CH2:22]4)[CH:20]=3)[C:10]=2[CH:9]=[CH:8]1.[C:32]([OH:38])([C:34]([F:37])([F:36])[F:35])=[O:33].C(N)CN. The catalyst is C(Cl)Cl. The product is [F:35][C:34]([F:37])([F:36])[C:32]([OH:38])=[O:33].[N:12]1[C:11]2[NH:7][CH:8]=[CH:9][C:10]=2[C:15]([C:16]2[CH:17]=[N:18][N:19]([CH:21]3[CH2:26][CH2:25][CH2:24][CH:23]([CH2:27][C:28]#[N:29])[CH2:22]3)[CH:20]=2)=[N:14][CH:13]=1. The yield is 0.830. (5) The reactants are [CH2:1]([NH:8][C:9]1[C:19]2[CH2:18][CH2:17][N:16](C([O:22][C:23]([CH3:26])(C)C)=O)[CH2:15][CH2:14][C:13]=2[CH:12]=[CH:11][C:10]=1[Cl:27])[C:2]1[CH:7]=[CH:6][CH:5]=[CH:4][CH:3]=1.C=[O:29].[C:30]([BH3-])#N.[Na+].[C:34]([OH:37])(=[O:36])[CH3:35]. The catalyst is C(#N)C.CO.O. The product is [C:23]([OH:22])(=[O:29])[CH2:26][CH2:35][C:34]([OH:37])=[O:36].[Cl:27][C:10]1[CH:11]=[CH:12][C:13]2[CH2:14][CH2:15][NH:16][CH2:17][CH2:18][C:19]=2[C:9]=1[N:8]([CH2:1][C:2]1[CH:3]=[CH:4][CH:5]=[CH:6][CH:7]=1)[CH3:30]. The yield is 0.950. (6) The reactants are [OH:1][C:2]1[CH:25]=[CH:24][CH:23]=[CH:22][C:3]=1[C:4]([NH:6][CH:7]([CH3:21])[CH:8]([NH:10]C(=O)OCC1C=CC=CC=1)[CH3:9])=[O:5]. The catalyst is CO.[Pd]. The product is [NH2:10][CH:8]([CH3:9])[CH:7]([NH:6][C:4](=[O:5])[C:3]1[CH:22]=[CH:23][CH:24]=[CH:25][C:2]=1[OH:1])[CH3:21]. The yield is 0.860. (7) The reactants are [N:1]([CH:4]([C:8]1[N:9]([CH2:19][C:20]2[CH:25]=[CH:24][CH:23]=[CH:22][CH:21]=2)[C:10](=[O:18])[C:11]2[C:16]([CH3:17])=[N:15][S:14][C:12]=2[N:13]=1)[CH:5]([CH3:7])[CH3:6])=[N+]=[N-]. The catalyst is CO.[Pd]. The product is [NH2:1][CH:4]([C:8]1[N:9]([CH2:19][C:20]2[CH:21]=[CH:22][CH:23]=[CH:24][CH:25]=2)[C:10](=[O:18])[C:11]2[C:16]([CH3:17])=[N:15][S:14][C:12]=2[N:13]=1)[CH:5]([CH3:7])[CH3:6]. The yield is 0.860. (8) The catalyst is CN(C=O)C.O. The yield is 0.940. The reactants are [Br:1][C:2]1[CH:3]=[CH:4][C:5]([O:9][CH2:10][CH2:11]Br)=[C:6]([NH2:8])[CH:7]=1.C([O-])([O-])=O.[K+].[K+]. The product is [Br:1][C:2]1[CH:3]=[CH:4][C:5]2[O:9][CH2:10][CH2:11][NH:8][C:6]=2[CH:7]=1. (9) The reactants are [Cl:1][C:2]1[N:3]=[CH:4][C:5]2[N:10]([CH3:11])[CH:9]=[C:8](I)[C:6]=2[N:7]=1.[CH3:13][S:14]([NH:17][C:18]1[CH:19]=[C:20](B(O)O)[CH:21]=[CH:22][CH:23]=1)(=[O:16])=[O:15].C([O-])([O-])=O.[Na+].[Na+].O. The catalyst is CN(C=O)C. The product is [Cl:1][C:2]1[N:3]=[CH:4][C:5]2[N:10]([CH3:11])[CH:9]=[C:8]([C:22]3[CH:23]=[C:18]([NH:17][S:14]([CH3:13])(=[O:15])=[O:16])[CH:19]=[CH:20][CH:21]=3)[C:6]=2[N:7]=1. The yield is 0.680.